The task is: Regression. Given two drug SMILES strings and cell line genomic features, predict the synergy score measuring deviation from expected non-interaction effect.. This data is from NCI-60 drug combinations with 297,098 pairs across 59 cell lines. (1) Drug 1: CN1C(=O)N2C=NC(=C2N=N1)C(=O)N. Drug 2: CCN(CC)CCCC(C)NC1=C2C=C(C=CC2=NC3=C1C=CC(=C3)Cl)OC. Cell line: HOP-92. Synergy scores: CSS=24.8, Synergy_ZIP=-7.89, Synergy_Bliss=-0.0973, Synergy_Loewe=-22.4, Synergy_HSA=-1.21. (2) Drug 1: CC12CCC(CC1=CCC3C2CCC4(C3CC=C4C5=CN=CC=C5)C)O. Drug 2: C(=O)(N)NO. Cell line: HCT-15. Synergy scores: CSS=9.54, Synergy_ZIP=-0.748, Synergy_Bliss=2.64, Synergy_Loewe=-3.48, Synergy_HSA=0.598. (3) Drug 1: CC1=C2C(C(=O)C3(C(CC4C(C3C(C(C2(C)C)(CC1OC(=O)C(C(C5=CC=CC=C5)NC(=O)C6=CC=CC=C6)O)O)OC(=O)C7=CC=CC=C7)(CO4)OC(=O)C)O)C)OC(=O)C. Drug 2: C(CC(=O)O)C(=O)CN.Cl. Cell line: NCI-H226. Synergy scores: CSS=30.7, Synergy_ZIP=-1.62, Synergy_Bliss=-4.71, Synergy_Loewe=-21.1, Synergy_HSA=-4.19. (4) Drug 1: COC1=NC(=NC2=C1N=CN2C3C(C(C(O3)CO)O)O)N. Drug 2: CC1CCC2CC(C(=CC=CC=CC(CC(C(=O)C(C(C(=CC(C(=O)CC(OC(=O)C3CCCCN3C(=O)C(=O)C1(O2)O)C(C)CC4CCC(C(C4)OC)OCCO)C)C)O)OC)C)C)C)OC. Cell line: TK-10. Synergy scores: CSS=8.89, Synergy_ZIP=0.0537, Synergy_Bliss=2.57, Synergy_Loewe=-54.6, Synergy_HSA=-3.40. (5) Drug 1: C1=CC(=CC=C1CCC2=CNC3=C2C(=O)NC(=N3)N)C(=O)NC(CCC(=O)O)C(=O)O. Drug 2: CC1C(C(CC(O1)OC2CC(CC3=C2C(=C4C(=C3O)C(=O)C5=C(C4=O)C(=CC=C5)OC)O)(C(=O)CO)O)N)O.Cl. Cell line: SK-MEL-28. Synergy scores: CSS=40.6, Synergy_ZIP=-3.67, Synergy_Bliss=-4.69, Synergy_Loewe=-4.40, Synergy_HSA=-1.41. (6) Drug 1: CN(C)N=NC1=C(NC=N1)C(=O)N. Drug 2: CCC1=C2CN3C(=CC4=C(C3=O)COC(=O)C4(CC)O)C2=NC5=C1C=C(C=C5)O. Cell line: HT29. Synergy scores: CSS=24.7, Synergy_ZIP=-8.74, Synergy_Bliss=1.62, Synergy_Loewe=-20.0, Synergy_HSA=0.417. (7) Drug 1: CNC(=O)C1=CC=CC=C1SC2=CC3=C(C=C2)C(=NN3)C=CC4=CC=CC=N4. Drug 2: C1C(C(OC1N2C=NC3=C2NC=NCC3O)CO)O. Cell line: MDA-MB-231. Synergy scores: CSS=4.36, Synergy_ZIP=1.57, Synergy_Bliss=4.63, Synergy_Loewe=1.64, Synergy_HSA=1.28. (8) Drug 1: C1=CN(C(=O)N=C1N)C2C(C(C(O2)CO)O)(F)F. Drug 2: C1=CC(=C(C=C1I)F)NC2=C(C=CC(=C2F)F)C(=O)NOCC(CO)O. Cell line: HT29. Synergy scores: CSS=67.4, Synergy_ZIP=-2.23, Synergy_Bliss=-2.17, Synergy_Loewe=2.62, Synergy_HSA=7.22.